This data is from Forward reaction prediction with 1.9M reactions from USPTO patents (1976-2016). The task is: Predict the product of the given reaction. Given the reactants P([O-])([O-])([O-])=O.[K+].[K+].[K+].[Na+].[Cl-].O=C[C@@H]([C@H]([C@@H]([C@@H](CO)O)O)O)O.[CH2:23]([O:25][C:26](=[O:38])[CH:27]([CH3:37])[C:28](=[O:36])[C:29](=O)[C:30]([O:32][CH2:33][CH3:34])=[O:31])[CH3:24], predict the reaction product. The product is: [CH2:23]([O:25][C:26](=[O:38])[CH:27]([CH3:37])[C:28](=[O:36])[CH2:29][C:30]([O:32][CH2:33][CH3:34])=[O:31])[CH3:24].